Dataset: Forward reaction prediction with 1.9M reactions from USPTO patents (1976-2016). Task: Predict the product of the given reaction. (1) Given the reactants C(=O)([O-])[O-].[Cs+].[Cs+].Cl[CH2:8][C:9]1[C:14]([C:15]#[N:16])=[CH:13][N:12]=[CH:11][CH:10]=1.[CH3:17][C@@H:18]1[CH2:23][N:22]([C:24]2[N:28]=[C:27]([C:29]([F:32])([F:31])[F:30])[O:26][N:25]=2)[CH2:21][CH2:20][N:19]1[C:33]1[N:38]=[CH:37][C:36]([OH:39])=[CH:35][N:34]=1, predict the reaction product. The product is: [CH3:17][C@@H:18]1[CH2:23][N:22]([C:24]2[N:28]=[C:27]([C:29]([F:32])([F:31])[F:30])[O:26][N:25]=2)[CH2:21][CH2:20][N:19]1[C:33]1[N:34]=[CH:35][C:36]([O:39][CH2:8][C:9]2[C:14]([C:15]#[N:16])=[CH:13][N:12]=[CH:11][CH:10]=2)=[CH:37][N:38]=1. (2) Given the reactants [Cl:1][C:2]1[CH:7]=[CH:6][C:5]([N:8]2[CH2:13][CH2:12][CH:11]([C:14]([OH:16])=O)[CH2:10][CH2:9]2)=[CH:4][C:3]=1[O:17][CH3:18].Cl.[CH3:20][NH:21][O:22][CH3:23].Cl.C(N=C=NCCCN(C)C)C.C(N(CC)C(C)C)(C)C, predict the reaction product. The product is: [Cl:1][C:2]1[CH:7]=[CH:6][C:5]([N:8]2[CH2:9][CH2:10][CH:11]([C:14]([N:21]([O:22][CH3:23])[CH3:20])=[O:16])[CH2:12][CH2:13]2)=[CH:4][C:3]=1[O:17][CH3:18]. (3) Given the reactants [CH3:1][C:2]1([CH3:31])[O:6][C@@H:5]([CH2:7][CH2:8][O:9][C:10]2[CH:11]=[C:12]3[C:16](=[CH:17][CH:18]=2)[N:15]([C:19]([O:21][C:22]([CH3:25])([CH3:24])[CH3:23])=[O:20])[C:14]([C:26]([O:28]CC)=[O:27])=[CH:13]3)[CH2:4][O:3]1.[Li+].[OH-].C1COCC1, predict the reaction product. The product is: [CH3:1][C:2]1([CH3:31])[O:6][C@@H:5]([CH2:7][CH2:8][O:9][C:10]2[CH:11]=[C:12]3[C:16](=[CH:17][CH:18]=2)[N:15]([C:19]([O:21][C:22]([CH3:23])([CH3:24])[CH3:25])=[O:20])[C:14]([C:26]([OH:28])=[O:27])=[CH:13]3)[CH2:4][O:3]1. (4) Given the reactants [CH3:1][S:2](Cl)(=[O:4])=[O:3].[NH2:6][C:7]1[CH:12]=[C:11]([F:13])[C:10]([C:14]2[N:18]([CH3:19])[C:17]([C:20]#[N:21])=[CH:16][CH:15]=2)=[C:9]([F:22])[CH:8]=1.Cl, predict the reaction product. The product is: [C:20]([C:17]1[N:18]([CH3:19])[C:14]([C:10]2[C:9]([F:22])=[CH:8][C:7]([NH:6][S:2]([CH3:1])(=[O:4])=[O:3])=[CH:12][C:11]=2[F:13])=[CH:15][CH:16]=1)#[N:21]. (5) The product is: [C:1]1([C:17]2[CH:18]=[CH:19][CH:20]=[CH:21][CH:22]=2)[CH:2]=[CH:3][C:4]([CH:7]([CH2:11][CH:12]2[CH2:13][CH2:14][CH2:15][CH2:16]2)[C:8]([NH:56][C:57]2[CH:62]=[CH:61][CH:60]=[CH:59][N:58]=2)=[O:9])=[CH:5][CH:6]=1. Given the reactants [C:1]1([C:17]2[CH:22]=[CH:21][CH:20]=[CH:19][CH:18]=2)[CH:6]=[CH:5][C:4]([CH:7]([CH2:11][CH:12]2[CH2:16][CH2:15][CH2:14][CH2:13]2)[C:8](O)=[O:9])=[CH:3][CH:2]=1.F[P-](F)(F)(F)(F)F.N1(OC(N(C)C)=[N+](C)C)C2C=CC=CC=2N=N1.C(N(CC)C(C)C)(C)C.[NH2:56][C:57]1[CH:62]=[CH:61][CH:60]=[CH:59][N:58]=1, predict the reaction product. (6) Given the reactants [OH:1][C:2]1[CH:28]=[CH:27][C:5]([O:6][CH2:7][CH2:8][C:9]2[CH:26]=[CH:25][C:12]([O:13][CH2:14][C:15]3[CH:24]=[CH:23][CH:22]=[CH:21][C:16]=3[C:17]([O:19][CH3:20])=[O:18])=[CH:11][CH:10]=2)=[CH:4][CH:3]=1.C(N(CC)CC)C.[CH3:36][S:37](Cl)(=[O:39])=[O:38], predict the reaction product. The product is: [CH3:36][S:37]([O:1][C:2]1[CH:3]=[CH:4][C:5]([O:6][CH2:7][CH2:8][C:9]2[CH:26]=[CH:25][C:12]([O:13][CH2:14][C:15]3[CH:24]=[CH:23][CH:22]=[CH:21][C:16]=3[C:17]([O:19][CH3:20])=[O:18])=[CH:11][CH:10]=2)=[CH:27][CH:28]=1)(=[O:39])=[O:38]. (7) Given the reactants Br[C:2]1[CH:11]=[CH:10][C:5]([C:6]([O:8][CH3:9])=[O:7])=[CH:4][C:3]=1[CH3:12].[B:13]1([B:13]2[O:17][C:16]([CH3:19])([CH3:18])[C:15]([CH3:21])([CH3:20])[O:14]2)[O:17][C:16]([CH3:19])([CH3:18])[C:15]([CH3:21])([CH3:20])[O:14]1.CC([O-])=O.[K+], predict the reaction product. The product is: [CH3:12][C:3]1[CH:4]=[C:5]([CH:10]=[CH:11][C:2]=1[B:13]1[O:17][C:16]([CH3:19])([CH3:18])[C:15]([CH3:21])([CH3:20])[O:14]1)[C:6]([O:8][CH3:9])=[O:7].